From a dataset of Forward reaction prediction with 1.9M reactions from USPTO patents (1976-2016). Predict the product of the given reaction. (1) Given the reactants [CH2:1]([N:3]([CH2:29][CH3:30])[CH:4]1[CH2:8][CH2:7][N:6]([C:9]([C:11]2[C:15]([CH3:16])=[C:14]([C:17]3[CH:22]=[CH:21][CH:20]=[C:19]([C:23]#[C:24][Si](C)(C)C)[CH:18]=3)[NH:13][N:12]=2)=[O:10])[CH2:5]1)[CH3:2].[F-].C([N+](CCCC)(CCCC)CCCC)CCC, predict the reaction product. The product is: [CH2:29]([N:3]([CH2:1][CH3:2])[CH:4]1[CH2:8][CH2:7][N:6]([C:9]([C:11]2[C:15]([CH3:16])=[C:14]([C:17]3[CH:22]=[CH:21][CH:20]=[C:19]([C:23]#[CH:24])[CH:18]=3)[NH:13][N:12]=2)=[O:10])[CH2:5]1)[CH3:30]. (2) Given the reactants [NH2:1][C:2]1[C:10](I)=[CH:9][C:5]([C:6]([OH:8])=[O:7])=[CH:4][C:3]=1I.[F:13][C:14]([F:25])([F:24])[C:15]1[CH:16]=[C:17](B(O)O)[CH:18]=[CH:19][CH:20]=1, predict the reaction product. The product is: [NH2:1][C:2]1[C:10]([C:19]2[CH:18]=[CH:17][CH:16]=[C:15]([C:14]([F:25])([F:24])[F:13])[CH:20]=2)=[CH:9][C:5]([C:6]([OH:8])=[O:7])=[CH:4][C:3]=1[C:19]1[CH:18]=[CH:17][CH:16]=[C:15]([C:14]([F:25])([F:24])[F:13])[CH:20]=1.